Dataset: Reaction yield outcomes from USPTO patents with 853,638 reactions. Task: Predict the reaction yield, written as a fraction of the theoretical maximum amount of product (1.0 means a 100% yield; for example, 0.34 means a 34% yield). (1) The reactants are Cl.[CH3:2][O:3][C:4]1[CH:5]=[C:6]2[C:11](=[C:12]3[CH2:16][C:15]([CH3:18])([CH3:17])[O:14][C:13]=13)[C:10]([C:19]1[CH:20]=[C:21]([CH:25]=[CH:26][CH:27]=1)[C:22](Cl)=[O:23])=[N:9][C:8]([CH3:29])([CH3:28])[CH2:7]2.[NH2:30][C:31]1[CH:36]=[CH:35][N:34]=[CH:33][CH:32]=1.C(=O)([O-])O.[Na+]. The catalyst is N1C=CC=CC=1. The product is [N:34]1[CH:35]=[CH:36][C:31]([NH:30][C:22](=[O:23])[C:21]2[CH:25]=[CH:26][CH:27]=[C:19]([C:10]3[C:11]4[C:6](=[CH:5][C:4]([O:3][CH3:2])=[C:13]5[O:14][C:15]([CH3:18])([CH3:17])[CH2:16][C:12]5=4)[CH2:7][C:8]([CH3:29])([CH3:28])[N:9]=3)[CH:20]=2)=[CH:32][CH:33]=1. The yield is 0.480. (2) The reactants are [C:1]1([C:7]([C:15]2[CH:20]=[CH:19][CH:18]=[CH:17][CH:16]=2)([CH:9]2[CH2:14][CH2:13][NH:12][CH2:11][CH2:10]2)[OH:8])[CH:6]=[CH:5][CH:4]=[CH:3][CH:2]=1.C(#N)C.[C:24]([C:28]1[CH:36]=[CH:35][C:31]([C:32](Cl)=[O:33])=[CH:30][CH:29]=1)([CH3:27])([CH3:26])[CH3:25]. The catalyst is CCOC(C)=O. The product is [C:24]([C:28]1[CH:29]=[CH:30][C:31]([C:32]([N:12]2[CH2:13][CH2:14][CH:9]([C:7]([OH:8])([C:15]3[CH:20]=[CH:19][CH:18]=[CH:17][CH:16]=3)[C:1]3[CH:2]=[CH:3][CH:4]=[CH:5][CH:6]=3)[CH2:10][CH2:11]2)=[O:33])=[CH:35][CH:36]=1)([CH3:27])([CH3:25])[CH3:26]. The yield is 0.820. (3) The reactants are [CH3:1][O:2][C:3]1[CH:25]=[CH:24][C:6]([CH2:7][N:8]2[C:17]3[C:12](=[N:13][CH:14]=[C:15]([N:18]4[CH2:21][CH:20]([OH:22])[CH2:19]4)[CH:16]=3)[CH:11]=[CH:10][C:9]2=[O:23])=[CH:5][CH:4]=1.CCN(CC)CC.S(=O)(=O)=O.N1C=CC=CC=1.CO. The catalyst is CS(C)=O. The product is [CH3:1][O:2][C:3]1[CH:4]=[CH:5][C:6]([CH2:7][N:8]2[C:17]3[C:12](=[N:13][CH:14]=[C:15]([N:18]4[CH2:21][C:20](=[O:22])[CH2:19]4)[CH:16]=3)[CH:11]=[CH:10][C:9]2=[O:23])=[CH:24][CH:25]=1. The yield is 0.990. (4) The reactants are [Cl:1][C:2]1[CH:10]=[C:9]2[C:5]([C:6]([C:12]([OH:14])=O)=[C:7]([CH3:11])[NH:8]2)=[CH:4][CH:3]=1.C(N(CC)C(C)C)(C)C.F[B-](F)(F)F.N1(OC(N(C)C)=[N+](C)C)C2C=CC=CC=2N=N1.[CH3:46][O:47][C:48]1[CH:53]=[CH:52][CH:51]=[CH:50][C:49]=1[CH:54]1[CH2:59][CH2:58][NH:57][CH2:56][CH2:55]1. The catalyst is CN(C)C=O. The product is [Cl:1][C:2]1[CH:10]=[C:9]2[C:5]([C:6]([C:12]([N:57]3[CH2:58][CH2:59][CH:54]([C:49]4[CH:50]=[CH:51][CH:52]=[CH:53][C:48]=4[O:47][CH3:46])[CH2:55][CH2:56]3)=[O:14])=[C:7]([CH3:11])[NH:8]2)=[CH:4][CH:3]=1. The yield is 0.690. (5) The reactants are [CH3:1][O:2][C:3]([O:5][CH2:6][C@:7]12[C:20](=[O:21])[CH:19]([C:22]([O:24][CH3:25])=[O:23])[CH2:18][CH2:17][C@@H:16]1[C@:15]1([CH3:26])[CH:10]([C:11]([CH3:28])([CH3:27])[CH2:12][CH2:13][CH2:14]1)[CH2:9][CH2:8]2)=[O:4].[Zn](CC)[CH2:30]C.C(I)I. The catalyst is ClCCCl. The product is [CH3:1][O:2][C:3]([O:5][CH2:6][C@:7]12[C:20](=[O:21])[CH2:30][CH:19]([C:22]([O:24][CH3:25])=[O:23])[CH2:18][CH2:17][C@@H:16]1[C@:15]1([CH3:26])[CH:10]([CH2:9][CH2:8]2)[C:11]([CH3:28])([CH3:27])[CH2:12][CH2:13][CH2:14]1)=[O:4]. The yield is 0.610. (6) The reactants are C([Si](C1C=CC=CC=1)(C1C=CC=CC=1)[O:6][CH:7]1[CH2:12][CH2:11][CH:10]([CH:13]2[CH2:17][CH2:16][N:15]([CH2:18][C:19]3[C:24]([Cl:25])=[CH:23][C:22]([C:26]4[CH:31]=[CH:30][C:29]([C:32]([N:34]5[CH2:39][CH2:38][CH:37]([C:40]([F:43])([F:42])[F:41])[CH2:36][CH2:35]5)=[O:33])=[CH:28][CH:27]=4)=[CH:21][C:20]=3[Cl:44])[C:14]2=[O:45])[CH2:9][CH2:8]1)(C)(C)C.C1COCC1.O.C(O)(C(F)(F)F)=O. The catalyst is C(OCC)(=O)C. The product is [Cl:44][C:20]1[CH:21]=[C:22]([C:26]2[CH:31]=[CH:30][C:29]([C:32]([N:34]3[CH2:35][CH2:36][CH:37]([C:40]([F:42])([F:41])[F:43])[CH2:38][CH2:39]3)=[O:33])=[CH:28][CH:27]=2)[CH:23]=[C:24]([Cl:25])[C:19]=1[CH2:18][N:15]1[CH2:16][CH2:17][CH:13]([CH:10]2[CH2:11][CH2:12][CH:7]([OH:6])[CH2:8][CH2:9]2)[C:14]1=[O:45]. The yield is 0.590. (7) The product is [F:1][C:2]1[CH:7]=[CH:6][C:5]([CH2:8][C:9]([OH:11])=[O:10])=[C:4]([N+:17]([O-:19])=[O:18])[CH:3]=1. The reactants are [F:1][C:2]1[CH:7]=[CH:6][C:5]([CH:8](C(OC)=O)[C:9]([O:11]C)=[O:10])=[C:4]([N+:17]([O-:19])=[O:18])[CH:3]=1.C(OCC)(=O)C.CCCCCC. The yield is 0.870. The catalyst is Cl. (8) The reactants are [Br:1][CH2:2][CH2:3][CH2:4][CH2:5][CH2:6][C:7]([OH:9])=O.[Cl:10]CCl.C(Cl)(=O)C(Cl)=O. The yield is 0.950. The product is [Br:1][CH2:2][CH2:3][CH2:4][CH2:5][CH2:6][C:7]([Cl:10])=[O:9]. The catalyst is CN(C=O)C.